Dataset: Peptide-MHC class II binding affinity with 134,281 pairs from IEDB. Task: Regression. Given a peptide amino acid sequence and an MHC pseudo amino acid sequence, predict their binding affinity value. This is MHC class II binding data. The peptide sequence is DESLDIQKCGELLEF. The MHC is DRB1_0101 with pseudo-sequence DRB1_0101. The binding affinity (normalized) is 0.471.